From a dataset of Full USPTO retrosynthesis dataset with 1.9M reactions from patents (1976-2016). Predict the reactants needed to synthesize the given product. (1) The reactants are: Br[C:2]1[CH:7]=[CH:6][C:5]([CH2:8][CH:9]([NH:27][C:28](=[O:30])[CH3:29])[C:10]2[N:11]([S:21]([N:24]([CH3:26])[CH3:25])(=[O:23])=[O:22])[CH:12]=[C:13]([CH2:15][C:16]([CH3:20])([CH3:19])[CH2:17][CH3:18])[N:14]=2)=[CH:4][CH:3]=1.CC(C)([O-])C.[Na+].[CH3:37][Si:38]([CH3:53])([CH3:52])[CH2:39][CH2:40][O:41][CH2:42][N:43]1[C:47]2[NH:48][CH2:49][CH2:50][CH2:51][C:46]=2[CH:45]=[N:44]1.C1(P(C2CCCCC2)C2C=CC=CC=2C2C=CC=CC=2)CCCCC1. Given the product [CH3:25][N:24]([CH3:26])[S:21]([N:11]1[CH:12]=[C:13]([CH2:15][C:16]([CH3:20])([CH3:19])[CH2:17][CH3:18])[N:14]=[C:10]1[CH:9]([NH:27][C:28](=[O:30])[CH3:29])[CH2:8][C:5]1[CH:6]=[CH:7][C:2]([N:48]2[CH2:49][CH2:50][CH2:51][C:46]3[CH:45]=[N:44][N:43]([CH2:42][O:41][CH2:40][CH2:39][Si:38]([CH3:53])([CH3:52])[CH3:37])[C:47]2=3)=[CH:3][CH:4]=1)(=[O:23])=[O:22], predict the reactants needed to synthesize it. (2) Given the product [CH:1]1([C:4]2[C:5]([N:24]([C:29]3[CH:30]=[CH:31][C:32]([B:35]([OH:36])[OH:39])=[CH:33][CH:34]=3)[S:25]([CH3:28])(=[O:27])=[O:26])=[CH:6][C:7]3[O:11][C:10]([C:12]4[CH:13]=[CH:14][C:15]([F:18])=[CH:16][CH:17]=4)=[C:9]([C:19](=[O:20])[NH:21][CH3:22])[C:8]=3[CH:23]=2)[CH2:3][CH2:2]1, predict the reactants needed to synthesize it. The reactants are: [CH:1]1([C:4]2[C:5]([N:24]([C:29]3[CH:34]=[CH:33][C:32]([B:35]4[O:39]C(C)(C)C(C)(C)[O:36]4)=[CH:31][CH:30]=3)[S:25]([CH3:28])(=[O:27])=[O:26])=[CH:6][C:7]3[O:11][C:10]([C:12]4[CH:17]=[CH:16][C:15]([F:18])=[CH:14][CH:13]=4)=[C:9]([C:19]([NH:21][CH3:22])=[O:20])[C:8]=3[CH:23]=2)[CH2:3][CH2:2]1.C1(B(O)O)C=CC=CC=1.Cl. (3) The reactants are: [Br:1][CH2:2][CH2:3][N:4]([CH2:22][CH2:23][Br:24])[C:5]1[C:6]([S:18]([CH3:21])(=[O:20])=[O:19])=[CH:7][C:8]([N+:15]([O-:17])=[O:16])=[C:9]([CH:14]=1)[C:10]([O:12]C)=[O:11].[OH-].[K+].Br. Given the product [Br:1][CH2:2][CH2:3][N:4]([CH2:22][CH2:23][Br:24])[C:5]1[C:6]([S:18]([CH3:21])(=[O:20])=[O:19])=[CH:7][C:8]([N+:15]([O-:17])=[O:16])=[C:9]([CH:14]=1)[C:10]([OH:12])=[O:11], predict the reactants needed to synthesize it.